From a dataset of Forward reaction prediction with 1.9M reactions from USPTO patents (1976-2016). Predict the product of the given reaction. (1) Given the reactants [CH3:1][C:2]1[CH:7]=[CH:6][CH:5]=[C:4]([CH3:8])[C:3]=1[NH:9][C:10](=[O:30])[CH2:11][N:12]1[CH2:17][CH2:16][N:15]([C:18](=[O:29])[CH:19](O)[CH2:20]CC2C=CC=CC=2)[CH2:14][CH2:13]1.[C:31]1(CCC(O)=O)[CH:36]=[CH:35][CH:34]=[CH:33][CH:32]=1.OC1C=CC=CC=1[C@@H](CC)C(O)=O, predict the reaction product. The product is: [CH3:8][C:4]1[CH:5]=[CH:6][CH:7]=[C:2]([CH3:1])[C:3]=1[NH:9][C:10](=[O:30])[CH2:11][N:12]1[CH2:17][CH2:16][N:15]([C:18](=[O:29])[CH2:19][CH2:20][C:31]2[CH:36]=[CH:35][CH:34]=[CH:33][CH:32]=2)[CH2:14][CH2:13]1. (2) Given the reactants C([N:20]1[CH:24]=[C:23]([C:25]2[C:26]([NH2:31])=[N:27][CH:28]=[CH:29][CH:30]=2)[CH:22]=[N:21]1)(C1C=CC=CC=1)(C1C=CC=CC=1)C1C=CC=CC=1.Cl.CO, predict the reaction product. The product is: [NH:20]1[CH:24]=[C:23]([C:25]2[C:26]([NH2:31])=[N:27][CH:28]=[CH:29][CH:30]=2)[CH:22]=[N:21]1. (3) Given the reactants [N:1]1([C:7]2[N:12]=[CH:11][NH:10][C:9](=[O:13])[CH:8]=2)[CH2:6][CH2:5][NH:4][CH2:3][CH2:2]1.[F:14][C:15]1[CH:22]=[CH:21][CH:20]=[C:17]([CH:18]=O)[C:16]=1[OH:23], predict the reaction product. The product is: [F:14][C:15]1[C:16]([OH:23])=[C:17]([CH:20]=[CH:21][CH:22]=1)[CH2:18][N:4]1[CH2:5][CH2:6][N:1]([C:7]2[N:12]=[CH:11][NH:10][C:9](=[O:13])[CH:8]=2)[CH2:2][CH2:3]1. (4) The product is: [OH:10][C:7]([C@H:6]1[CH2:5][CH2:4][NH:3][C@H:2]1[CH3:1])([CH3:9])[CH3:8]. Given the reactants [CH3:1][C@H:2]1[C@@H:6]([C:7]([OH:10])([CH3:9])[CH3:8])[CH2:5][CH2:4][N:3]1[C@H](C1C=CC=CC=1)C, predict the reaction product. (5) Given the reactants [Br:1][C:2]1[C:7]([N+:8]([O-])=O)=[CH:6][CH:5]=[C:4]([Cl:11])[N:3]=1.Br[Mg][CH:14]=[CH2:15], predict the reaction product. The product is: [Br:1][C:2]1[N:3]=[C:4]([Cl:11])[CH:5]=[C:6]2[CH:15]=[CH:14][NH:8][C:7]=12. (6) Given the reactants [CH2:1]([O:3][C:4]([C:6]1[C:7]2[CH2:8][C@@H:9]3[CH2:21][C@@H:10]3[C:11]=2[N:12]([C:14]2[CH:19]=[C:18](Br)[CH:17]=[CH:16][N:15]=2)[N:13]=1)=[O:5])[CH3:2].[ClH:22], predict the reaction product. The product is: [CH2:1]([O:3][C:4]([C:6]1[C:7]2[CH2:8][C@@H:9]3[CH2:21][C@@H:10]3[C:11]=2[N:12]([C:14]2[CH:19]=[C:18]([Cl:22])[CH:17]=[CH:16][N:15]=2)[N:13]=1)=[O:5])[CH3:2].